This data is from Forward reaction prediction with 1.9M reactions from USPTO patents (1976-2016). The task is: Predict the product of the given reaction. (1) Given the reactants [NH2:1][C:2]1[CH:7]=[CH:6][C:5](Br)=[CH:4][N:3]=1.[P:9]([O-])([O:14][CH2:15][CH3:16])([O:11][CH2:12][CH3:13])=[O:10].C(N(CC)CC)C.C1(P(C2C=CC=CC=2)C2C=CC=CC=2)C=CC=CC=1, predict the reaction product. The product is: [NH2:1][C:2]1[N:3]=[CH:4][C:5]([P:9](=[O:10])([O:14][CH2:15][CH3:16])[O:11][CH2:12][CH3:13])=[CH:6][CH:7]=1. (2) Given the reactants Br[C:2]1[N:6]2[C:7]3[C:12]([N:13]=[C:14]([CH3:15])[C:5]2=[C:4]([C:18]([F:21])([F:20])[F:19])[N:3]=1)=[CH:11][CH:10]=[C:9]([O:16][CH3:17])[N:8]=3.[CH3:22][O:23][C:24]1[C:29](B(O)O)=[CH:28][N:27]=[CH:26][CH:25]=1, predict the reaction product. The product is: [CH3:17][O:16][C:9]1[CH:10]=[CH:11][C:12]2[N:13]=[C:14]([CH3:15])[C:5]3[N:6]([C:2]([C:25]4[CH:26]=[N:27][CH:28]=[CH:29][C:24]=4[O:23][CH3:22])=[N:3][C:4]=3[C:18]([F:21])([F:20])[F:19])[C:7]=2[N:8]=1. (3) Given the reactants [Cl:1][C:2]1[CH:3]=[C:4]([CH:8]=[CH:9][C:10]=1[N:11]([CH3:13])[CH3:12])[C:5]([OH:7])=O.[O:14]=[C:15]1[O:19][CH:18]([O:20][CH2:21][CH2:22][C:23]2C=[CH:27][CH:26]=[CH:25][CH:24]=2)[CH:17]([NH:29][C:30]([CH:32]2[CH2:36][CH2:35][CH2:34][N:33]2[C:37](=[O:51])[CH:38]([NH:40]C(=O)C2C=CC(N)=C(Cl)C=2)[CH3:39])=[O:31])[CH2:16]1, predict the reaction product. The product is: [CH2:21]([O:20][CH:18]1[CH:17]([NH:29][C:30]([CH:32]2[CH2:36][CH2:35][CH2:34][N:33]2[C:37](=[O:51])[CH:38]([NH:40][C:5](=[O:7])[C:4]2[CH:8]=[CH:9][C:10]([N:11]([CH3:13])[CH3:12])=[C:2]([Cl:1])[CH:3]=2)[CH3:39])=[O:31])[CH2:16][C:15](=[O:14])[O:19]1)[C:22]1[CH:23]=[CH:24][CH:25]=[CH:26][CH:27]=1. (4) Given the reactants C(O)(C)C.[C:5]([N:12]1CCC(N)C[CH2:13]1)([O:7][C:8]([CH3:11])([CH3:10])[CH3:9])=[O:6].C([N:21]([CH2:24][CH3:25])[CH2:22][CH3:23])C.CO, predict the reaction product. The product is: [C:8]([O:7][C:5](=[O:6])[NH:12][CH:13]1[CH2:23][CH2:22][NH:21][CH2:24][CH2:25]1)([CH3:11])([CH3:10])[CH3:9]. (5) Given the reactants [C:1]1([CH3:26])[CH:6]=[C:5]([CH3:7])[CH:4]=[C:3]([CH3:8])[C:2]=1[CH2:9][C:10]1[N:14]([CH3:15])[C:13]2[C:16]([C:20](O)([CH2:23][CH3:24])[CH2:21][CH3:22])=[CH:17][CH:18]=[CH:19][C:12]=2[N:11]=1.O.C1(C)C=CC(S(O)(=O)=O)=CC=1, predict the reaction product. The product is: [CH2:23]([C:20]([C:16]1[C:13]2[N:14]([CH3:15])[C:10]([CH2:9][C:2]3[C:1]([CH3:26])=[CH:6][C:5]([CH3:7])=[CH:4][C:3]=3[CH3:8])=[N:11][C:12]=2[CH:19]=[CH:18][CH:17]=1)=[CH:21][CH3:22])[CH3:24]. (6) Given the reactants Cl[Si](C)(C)C.[OH:6][C:7]1[CH:17]=[CH:16][CH:15]=[CH:14][C:8]=1[CH:9]=[CH:10][C:11]([OH:13])=[O:12].[CH3:18]COC(C)=O.CO.O, predict the reaction product. The product is: [OH:6][C:7]1[CH:17]=[CH:16][CH:15]=[CH:14][C:8]=1[CH:9]=[CH:10][C:11]([O:13][CH3:18])=[O:12]. (7) Given the reactants [SH:1][C:2]1[N:10]=[CH:9][CH:8]=[CH:7][C:3]=1[C:4]([OH:6])=O.C([N:18]1[CH:22]=[CH:21]N=C1)(N1C=CN=C1)=O.O, predict the reaction product. The product is: [CH3:4][C:3]1[CH:2]=[C:22]([NH:18][C:4]([C:3]2[C:2](=[S:1])[NH:10][CH:9]=[CH:8][CH:7]=2)=[O:6])[CH:21]=[C:8]([CH3:9])[CH:7]=1. (8) Given the reactants C[O-].[Na+].C([NH:12][C:13]([NH:15][C:16]1[CH:17]=[C:18]([CH:22]=[C:23]([O:25][CH3:26])[CH:24]=1)[C:19]([OH:21])=[O:20])=[S:14])(=O)C1C=CC=CC=1, predict the reaction product. The product is: [C:13]([NH:15][C:16]1[CH:17]=[C:18]([CH:22]=[C:23]([O:25][CH3:26])[CH:24]=1)[C:19]([OH:21])=[O:20])(=[S:14])[NH2:12].